This data is from Experimentally validated miRNA-target interactions with 360,000+ pairs, plus equal number of negative samples. The task is: Binary Classification. Given a miRNA mature sequence and a target amino acid sequence, predict their likelihood of interaction. (1) The miRNA is hsa-miR-345-3p with sequence GCCCUGAACGAGGGGUCUGGAG. The protein sequence of the target gene is MEPGPALAWLLLLSLLADCLKAAQSRDFTVKDIIYLHPSTTPYPGGFKCFTCEKAADNYECNRWAPDIYCPRETRYCYTQHTMEVTGNSISVTKRCVPLEECLSTGCRDSEHEGHKVCTSCCEGNICNLPLPRNETDATFATTSPINQTNGHPRCMSVIVSCLWLWLGLML. Result: 0 (no interaction). (2) The miRNA is mmu-miR-33-3p with sequence CAAUGUUUCCACAGUGCAUCAC. The protein sequence of the target gene is MERPSPCGSWLVGCLFTIAVFQPPVQVLGDAGKVYIAPLRDTANLPCPLFLWPNMVLSEMRWYRPGHLPRTQAVHVFRDGQDRDEDLMPEYKGRTALVRDAHKESYILQISNVRLEDRGLYQCQVWVGNSSREDNVTLQVAVLGSDPYIHVKGYDAGWIELLCQSVGWFPKPWTEWRDTTGRALLSLSEVHSLDENGLFRTAVSSRIRDNALGNVSCTIHNEALGQEKTTAMIIGAPERGSLSSPAVALSVVLPVLGLLILLGIWLICKQKKSKEKLLYEQAMEVENLLEDHAKEKGRLH.... Result: 0 (no interaction). (3) The miRNA is hsa-miR-3663-3p with sequence UGAGCACCACACAGGCCGGGCGC. The protein sequence of the target gene is MALPSRILLWKLVLLQSSAVLLHSGSSVPAAAGSSVVSESAVSWEAGARAVLRCQSPRMVWTQDRLHDRQRVLHWDLRGPGGGPARRLLDLYSAGEQRVYEARDRGRLELSASAFDDGNFSLLIRAVEETDAGLYTCNLHHHYCHLYESLAVRLEVTDGPPATPAYWDGEKEVLAVARGAPALLTCVNRGHVWTDRHVEEAQQVVHWDRQPPGVPHDRADRLLDLYASGERRAYGPLFLRDRVAVGADAFERGDFSLRIEPLEVADEGTYSCHLHHHYCGLHERRVFHLTVAEPHAEPPP.... Result: 0 (no interaction). (4) The miRNA is hsa-miR-128-3p with sequence UCACAGUGAACCGGUCUCUUU. The protein sequence of the target gene is MADLANEEKPAIAPPVFVFQKDKGQKSPAEQKNLSDSGEEPRGEAEAPHHGTGHPESAGEHALEPPAPAGASASTPPPPAPEAQLPPFPRELAGRSAGGSSPEGGEDSDREDGNYCPPVKRERTSSLTQFPPSQSEERSSGFRLKPPTLIHGQAPSAGLPSQKPKEQQRSVLRPAVLQAPQPKALSQTVPSSGTNGVSLPADCTGAVPAASPDTAAWRSPSEAADEVCALEEKEPQKNESSNASEEEACEKKDPATQQAFVFGQNLRDRVKLINESVDEADMENAGHPSADTPTATNYFL.... Result: 0 (no interaction). (5) The miRNA is hsa-miR-3609 with sequence CAAAGUGAUGAGUAAUACUGGCUG. The protein sequence of the target gene is MEVKDANSALLSNYEVFQLLTDLKEQRKESGKNKHSSGQQNLNTITYETLKYISKTPCRHQSPEIVREFLTALKSHKLTKAEKLQLLNHRPVTAVEIQLMVEESEERLTEEQIEALLHTVTSILPAEPEAEQKKNTNSNVAMDEEDPA. Result: 1 (interaction). (6) The miRNA is hsa-miR-379-5p with sequence UGGUAGACUAUGGAACGUAGG. The protein sequence of the target gene is MEEAGGPMARAKARVVSATLTWRQRPPTQEEIKHGFHKVSLVSGAQMEAPQKEMFEFSRREEVEVNGFATQEEETVNCQGPRDTAGSKNFQSHGPIFSKKYIPPPKEKRPEGRLKEAVDQSDGSRQAPRTEPPCVGAMARTELLVPLPGPREPSPHPGVGLTSGSSRSLEEYRVTRTVRTTTVVGGHVDRRMSSSVTVRPVSSGEALPRGRQVSRMVPPVVVGSPPGSPSRSQAVKVLSNLVPAGHSPPASHLPRPTAGGPRSTGLGSTVGAALRQLPETGTAELKDSSALASTGIPASA.... Result: 0 (no interaction). (7) The miRNA is mmu-miR-804 with sequence UGUGAGUUGUUCCUCACCUGGA. The protein sequence of the target gene is MATEVHNLQELRRSASLATKVFIQRDYSDGTICQFQTKFPPELDSRIERQLFEETVKTLNGFYAEAEKIGGSSYLEGCLACATAYFIFLCMETHYEKVLKKISRYIQEQNEKIFAPRGLLLTDPVERGMRVIEISIYEDRCSSGSSSSGSSSGSGSSSGGGGGAGAR. Result: 0 (no interaction). (8) The miRNA is mmu-miR-15a-5p with sequence UAGCAGCACAUAAUGGUUUGUG. The protein sequence of the target gene is MAPADLASEGPKLEDPPAPHLFGKCPSGLIMAKLETLPVRADPGRDPLLAFAPRPSELGPPDPRLTMGSVGSGVTHAQEFPMKSVGTRTGGGGNQGSFPGPRSGGSGANRERPGRYPSEDKVLANSLYLNGELRGSDHTDVCGNVVGSSGGSSSSGGSDKAPPQYREPNHPPKLLTTSGKLDQCSEPLVRPSAFKPVVPKNFHSMQNLCPPQTNGTPEGRQGPAGLKGGLDKSRTMTPAGGSGGGLSDSGRNSLTSLPTYSSSYSQHLAPLSASTSHINRIGTAGYSSGSSGGGSGYQDL.... Result: 1 (interaction).